Dataset: TCR-epitope binding with 47,182 pairs between 192 epitopes and 23,139 TCRs. Task: Binary Classification. Given a T-cell receptor sequence (or CDR3 region) and an epitope sequence, predict whether binding occurs between them. The epitope is KLGGALQAK. The TCR CDR3 sequence is CASSPVAGLTLYLEAFF. Result: 1 (the TCR binds to the epitope).